From a dataset of Full USPTO retrosynthesis dataset with 1.9M reactions from patents (1976-2016). Predict the reactants needed to synthesize the given product. (1) Given the product [NH:43]([C:4]([CH2:6][CH2:7][N:8]1[CH2:13][CH2:12][N:11]2[N:14]=[C:15]([C:17]([NH:19][CH2:20][C@H:21]([NH:29][C:30]([O:32][CH2:33][C:34]3[CH:35]=[CH:36][CH:37]=[CH:38][CH:39]=3)=[O:31])[C:22]([O:24][C:25]([CH3:26])([CH3:27])[CH3:28])=[O:23])=[O:18])[CH:16]=[C:10]2[C:9]1=[O:40])=[O:3])[C:42]([NH2:44])=[NH:41], predict the reactants needed to synthesize it. The reactants are: C([O:3][C:4]([CH2:6][CH2:7][N:8]1[CH2:13][CH2:12][N:11]2[N:14]=[C:15]([C:17]([NH:19][CH2:20][C@H:21]([NH:29][C:30]([O:32][CH2:33][C:34]3[CH:39]=[CH:38][CH:37]=[CH:36][CH:35]=3)=[O:31])[C:22]([O:24][C:25]([CH3:28])([CH3:27])[CH3:26])=[O:23])=[O:18])[CH:16]=[C:10]2[C:9]1=[O:40])=O)C.[NH2:41][C:42]([NH2:44])=[NH:43]. (2) Given the product [C:16]([C:15]1[C:18]([O:20][CH2:21][C:22]2[S:23][CH:24]=[CH:25][CH:26]=2)=[CH:19][C:12]([NH:11][C:2](=[O:3])[O:4][C:5]2[CH:10]=[CH:9][CH:8]=[CH:7][CH:6]=2)=[N:13][CH:14]=1)#[N:17], predict the reactants needed to synthesize it. The reactants are: Cl[C:2]([O:4][C:5]1[CH:10]=[CH:9][CH:8]=[CH:7][CH:6]=1)=[O:3].[NH2:11][C:12]1[CH:19]=[C:18]([O:20][CH2:21][C:22]2[S:23][CH:24]=[CH:25][CH:26]=2)[C:15]([C:16]#[N:17])=[CH:14][N:13]=1.N1C=CC=CC=1. (3) The reactants are: [F:1][C:2]1[CH:32]=[CH:31][CH:30]=[CH:29][C:3]=1[CH2:4][N:5]1[C:13]2[C:8](=[CH:9][CH:10]=[CH:11][CH:12]=2)[C:7]([C:14]2[N:19]=[C:18]([NH:20][C:21]3[CH:26]=[CH:25][N:24]=[CH:23][CH:22]=3)[C:17]([O:27][CH3:28])=[CH:16][N:15]=2)=[N:6]1.[C:33](=O)([O-])[O-].[Cs+].[Cs+]. Given the product [F:1][C:2]1[CH:32]=[CH:31][CH:30]=[CH:29][C:3]=1[CH2:4][N:5]1[C:13]2[C:8](=[CH:9][CH:10]=[CH:11][CH:12]=2)[C:7]([C:14]2[N:19]=[C:18]([N:20]([CH3:33])[C:21]3[CH:26]=[CH:25][N:24]=[CH:23][CH:22]=3)[C:17]([O:27][CH3:28])=[CH:16][N:15]=2)=[N:6]1, predict the reactants needed to synthesize it. (4) Given the product [Cl:1][C:2]1[C:7]2[S:8][C:9]([C:11]([OH:13])=[O:12])=[CH:10][C:6]=2[CH:5]=[C:4]([C:15]([F:18])([F:16])[F:17])[CH:3]=1, predict the reactants needed to synthesize it. The reactants are: [Cl:1][C:2]1[C:7]2[S:8][C:9]([C:11]([O:13]C)=[O:12])=[CH:10][C:6]=2[CH:5]=[C:4]([C:15]([F:18])([F:17])[F:16])[CH:3]=1.O.[OH-].[Li+].O. (5) Given the product [Si:15]([O:14][CH2:13][CH2:12][N:10]1[C:3]2[C:2]([Cl:1])=[N:7][CH:6]=[N:5][C:4]=2[CH:8]=[CH:9]1)([C:18]([CH3:21])([CH3:20])[CH3:19])([CH3:17])[CH3:16], predict the reactants needed to synthesize it. The reactants are: [Cl:1][C:2]1[C:3]2[NH:10][CH:9]=[CH:8][C:4]=2[N:5]=[CH:6][N:7]=1.Br[CH2:12][CH2:13][O:14][Si:15]([C:18]([CH3:21])([CH3:20])[CH3:19])([CH3:17])[CH3:16].C(=O)([O-])[O-].[Cs+].[Cs+]. (6) Given the product [CH:8]1([NH:11][C:12]2[C:17]([C:18]3[CH2:3][C:2]([CH3:4])([C:1]([O:6][CH3:7])=[O:5])[O:20][N:19]=3)=[CH:16][N:15]=[C:14]3[N:21]([CH2:24][CH3:25])[N:22]=[CH:23][C:13]=23)[CH2:9][CH2:10]1, predict the reactants needed to synthesize it. The reactants are: [C:1]([O:6][CH3:7])(=[O:5])[C:2]([CH3:4])=[CH2:3].[CH:8]1([NH:11][C:12]2[C:17]([CH:18]=[N:19][OH:20])=[CH:16][N:15]=[C:14]3[N:21]([CH2:24][CH3:25])[N:22]=[CH:23][C:13]=23)[CH2:10][CH2:9]1.Cl[O-].[Na+]. (7) Given the product [Cl:13][CH2:14][CH2:15][CH2:16][CH2:17][C:18]([C:8]1[CH:9]=[CH:10][C:5]2[N:4]([CH3:11])[C:3](=[O:12])[N:2]([CH3:1])[C:6]=2[CH:7]=1)=[O:19], predict the reactants needed to synthesize it. The reactants are: [CH3:1][N:2]1[C:6]2[CH:7]=[CH:8][CH:9]=[CH:10][C:5]=2[N:4]([CH3:11])[C:3]1=[O:12].[Cl:13][CH2:14][CH2:15][CH2:16][CH2:17][C:18](Cl)=[O:19].